Dataset: Catalyst prediction with 721,799 reactions and 888 catalyst types from USPTO. Task: Predict which catalyst facilitates the given reaction. (1) Reactant: C(OC([NH:8][CH2:9][C:10]1[C:14]2[CH2:15][CH2:16][CH2:17][C:13]=2[N:12]([C:18]2[CH:38]=[CH:37][C:21]([C:22]([NH:24][C@H:25]([C:27]3[NH:31][C:30]4[CH:32]=[CH:33][C:34]([Cl:36])=[CH:35][C:29]=4[N:28]=3)[CH3:26])=[O:23])=[CH:20][C:19]=2[C:39]([F:42])([F:41])[F:40])[N:11]=1)=O)(C)(C)C.FC(F)(F)C(O)=O.ClCl. Product: [NH2:8][CH2:9][C:10]1[C:14]2[CH2:15][CH2:16][CH2:17][C:13]=2[N:12]([C:18]2[CH:38]=[CH:37][C:21]([C:22]([NH:24][C@H:25]([C:27]3[NH:31][C:30]4[CH:32]=[CH:33][C:34]([Cl:36])=[CH:35][C:29]=4[N:28]=3)[CH3:26])=[O:23])=[CH:20][C:19]=2[C:39]([F:42])([F:41])[F:40])[N:11]=1. The catalyst class is: 98. (2) Reactant: [OH:1][C@:2]1([CH3:24])[CH2:19][CH2:18][C@@:17]2([CH3:20])[C@@H:4]([CH2:5][CH2:6][C@@H:7]3[C@@H:16]2[CH2:15][CH2:14][C@@:12]2([CH3:13])[C@H:8]3[CH2:9][CH2:10][C@@H:11]2[C:21](O)=[O:22])[CH2:3]1.[H-].[H-].[H-].[H-].[Li+].[Al+3]. Product: [OH:1][C@:2]1([CH3:24])[CH2:19][CH2:18][C@@:17]2([CH3:20])[C@@H:4]([CH2:5][CH2:6][C@@H:7]3[C@@H:16]2[CH2:15][CH2:14][C@@:12]2([CH3:13])[C@H:8]3[CH2:9][CH2:10][C@@H:11]2[CH2:21][OH:22])[CH2:3]1. The catalyst class is: 1. (3) Reactant: [CH:1]1(C(O)=O)[CH2:5][CH:4]=[CH:3][CH2:2]1.C1C=CC(P(N=[N+]=[N-])(C2C=CC=CC=2)=[O:16])=CC=1.CC[N:28]([CH2:31]C)CC.[CH2:33]([OH:40])[C:34]1[CH:39]=[CH:38][CH:37]=[CH:36][CH:35]=1. Product: [CH2:33]([O:40][C:31](=[O:16])[NH:28][CH:1]1[CH2:2][CH:3]=[CH:4][CH2:5]1)[C:34]1[CH:39]=[CH:38][CH:37]=[CH:36][CH:35]=1. The catalyst class is: 11.